From a dataset of Reaction yield outcomes from USPTO patents with 853,638 reactions. Predict the reaction yield, written as a fraction of the theoretical maximum amount of product (1.0 means a 100% yield; for example, 0.34 means a 34% yield). (1) The reactants are [Cl:1][C:2]1[CH:10]=[CH:9][C:8]([C:11]([F:14])([F:13])[F:12])=[CH:7][C:3]=1[C:4]([OH:6])=[O:5].[C:15](Cl)(=O)C(Cl)=O.CO. The catalyst is ClCCl.CN(C)C=O. The product is [Cl:1][C:2]1[CH:10]=[CH:9][C:8]([C:11]([F:12])([F:13])[F:14])=[CH:7][C:3]=1[C:4]([O:6][CH3:15])=[O:5]. The yield is 0.870. (2) The reactants are [N:1]([Si](C)(C)C)=[N+:2]=[N-:3].[C:8]([C:10]1[CH:11]=[C:12]([C:16]2[CH:17]=[CH:18][C:19]3[O:23][C:22]([C:24]4[CH:29]=[CH:28][C:27]([F:30])=[CH:26][CH:25]=4)=[C:21]([C:31]([NH:33][CH3:34])=[O:32])[C:20]=3[CH:35]=2)[CH:13]=[CH:14][CH:15]=1)#[N:9].C([Sn](CCCC)=O)CCC. The catalyst is C1(C)C=CC=CC=1. The product is [NH:1]1[C:8]([C:10]2[CH:11]=[C:12]([C:16]3[CH:17]=[CH:18][C:19]4[O:23][C:22]([C:24]5[CH:29]=[CH:28][C:27]([F:30])=[CH:26][CH:25]=5)=[C:21]([C:31]([NH:33][CH3:34])=[O:32])[C:20]=4[CH:35]=3)[CH:13]=[CH:14][CH:15]=2)=[N:9][N:3]=[N:2]1. The yield is 0.820. (3) The reactants are [C:1]([C:5]1[CH:13]=[CH:12][C:8]([C:9](Cl)=[O:10])=[CH:7][CH:6]=1)([CH3:4])([CH3:3])[CH3:2].[S-:14][C:15]#[N:16].[NH4+].C(OCC)(=O)C. The catalyst is CC(C)=O. The product is [C:1]([C:5]1[CH:13]=[CH:12][C:8]([C:9]([N:16]=[C:15]=[S:14])=[O:10])=[CH:7][CH:6]=1)([CH3:4])([CH3:3])[CH3:2]. The yield is 0.880. (4) The catalyst is C1COCC1. The yield is 0.810. The reactants are [NH:1]1[C:9]2[C:4](=[CH:5][CH:6]=[CH:7][CH:8]=2)[CH:3]=[C:2]1[C:10](O)=[O:11].[H-].[H-].[H-].[H-].[Li+].[Al+3]. The product is [OH:11][CH2:10][C:2]1[NH:1][C:9]2[C:4]([CH:3]=1)=[CH:5][CH:6]=[CH:7][CH:8]=2. (5) The reactants are [Mg].Br[CH2:3][CH2:4][CH2:5][CH2:6][CH2:7][CH2:8][CH2:9][CH2:10][CH2:11][CH2:12][C:13]1[CH:18]=[CH:17][CH:16]=[CH:15][CH:14]=1.[S:19]1[CH:23]=[CH:22][C:21]2[C:24](=O)[C:25]3[S:26][CH:27]=[CH:28][C:29]=3[C:30](=O)[C:20]1=2.Cl[Sn]Cl. The catalyst is C1COCC1.[Cl-].[Na+].O. The product is [C:13]1([CH2:12][CH2:11][CH2:10][CH2:9][CH2:8][CH2:7][CH2:6][CH2:5][CH2:4][CH2:3][C:24]2[C:25]3[S:26][CH:27]=[CH:28][C:29]=3[C:30]([CH2:3][CH2:4][CH2:5][CH2:6][CH2:7][CH2:8][CH2:9][CH2:10][CH2:11][CH2:12][C:13]3[CH:18]=[CH:17][CH:16]=[CH:15][CH:14]=3)=[C:20]3[S:19][CH:23]=[CH:22][C:21]=23)[CH:18]=[CH:17][CH:16]=[CH:15][CH:14]=1. The yield is 0.150. (6) The reactants are [CH2:1]([S:3][C:4]1[C:9]([C:10]([O:12]C)=[O:11])=[C:8]([C:14]([F:17])([F:16])[F:15])[CH:7]=[C:6]([N:18]2[CH2:23][CH2:22][O:21][CH2:20][CH2:19]2)[N:5]=1)[CH3:2].CO.C1COCC1.[Li+].[OH-].Cl. The catalyst is CCOC(C)=O. The product is [CH2:1]([S:3][C:4]1[C:9]([C:10]([OH:12])=[O:11])=[C:8]([C:14]([F:17])([F:16])[F:15])[CH:7]=[C:6]([N:18]2[CH2:19][CH2:20][O:21][CH2:22][CH2:23]2)[N:5]=1)[CH3:2]. The yield is 0.420. (7) The reactants are [C:1](Cl)(=O)[CH3:2].[OH:5]/[N:6]=[C:7](\[NH2:34])/[C:8]1[CH:13]=[CH:12][C:11]([CH:14]2[CH2:19][CH2:18][N:17]([C:20](=[O:33])[C:21]3[CH:26]=[CH:25][C:24]([CH3:27])=[C:23]([NH:28][S:29]([CH3:32])(=[O:31])=[O:30])[CH:22]=3)[CH2:16][CH2:15]2)=[CH:10][CH:9]=1. The catalyst is C1(C)C=CC=CC=1. The product is [CH3:27][C:24]1[CH:25]=[CH:26][C:21]([C:20]([N:17]2[CH2:16][CH2:15][CH:14]([C:11]3[CH:12]=[CH:13][C:8]([C:7]4[N:34]=[C:1]([CH3:2])[O:5][N:6]=4)=[CH:9][CH:10]=3)[CH2:19][CH2:18]2)=[O:33])=[CH:22][C:23]=1[NH:28][S:29]([CH3:32])(=[O:31])=[O:30]. The yield is 0.158. (8) The reactants are Br[C:2]1[N:10]([C:11]2[CH:16]=[CH:15][C:14]([Cl:17])=[CH:13][C:12]=2[Cl:18])[C:9]2[CH2:8][CH2:7][N:6]([N:19]3[CH2:24][CH2:23][CH2:22][CH2:21][CH2:20]3)[C:5](=[O:25])[C:4]=2[C:3]=1[CH3:26].[OH:27][C:28]1[CH:33]=[CH:32][C:31](B(O)O)=[CH:30][CH:29]=1.C([O-])([O-])=O.[Na+].[Na+]. The catalyst is COCCOC.C1C=CC([P]([Pd]([P](C2C=CC=CC=2)(C2C=CC=CC=2)C2C=CC=CC=2)([P](C2C=CC=CC=2)(C2C=CC=CC=2)C2C=CC=CC=2)[P](C2C=CC=CC=2)(C2C=CC=CC=2)C2C=CC=CC=2)(C2C=CC=CC=2)C2C=CC=CC=2)=CC=1. The product is [Cl:18][C:12]1[CH:13]=[C:14]([Cl:17])[CH:15]=[CH:16][C:11]=1[N:10]1[C:9]2[CH2:8][CH2:7][N:6]([N:19]3[CH2:24][CH2:23][CH2:22][CH2:21][CH2:20]3)[C:5](=[O:25])[C:4]=2[C:3]([CH3:26])=[C:2]1[C:31]1[CH:32]=[CH:33][C:28]([OH:27])=[CH:29][CH:30]=1. The yield is 0.870.